From a dataset of Full USPTO retrosynthesis dataset with 1.9M reactions from patents (1976-2016). Predict the reactants needed to synthesize the given product. Given the product [N:17]1[CH:18]=[CH:19][N:20]2[CH:25]=[C:24]([C:26]3[N:35]=[C:34]([NH:36][CH2:37][C@@H:38]([NH:2][C:1](=[O:3])[O:4][C:12]([CH3:11])([CH3:13])[CH3:50])[C:44]4[CH:49]=[CH:48][CH:47]=[CH:46][CH:45]=4)[C:33]4[C:28](=[CH:29][CH:30]=[CH:31][CH:32]=4)[N:27]=3)[CH:23]=[CH:22][C:21]=12, predict the reactants needed to synthesize it. The reactants are: [C:1](=[O:4])([O-:3])[NH2:2].N1C=CN2[CH:13]=[C:12](B(O)O)[CH:11]=CC=12.[N:17]1[CH:18]=[CH:19][N:20]2[CH:25]=[C:24]([C:26]3[N:35]=[C:34]([NH:36][CH2:37][CH:38]([C:44]4[CH:49]=[CH:48][CH:47]=[CH:46][CH:45]=4)C4NC=CC=4)[C:33]4[C:28](=[CH:29][CH:30]=[CH:31][CH:32]=4)[N:27]=3)[CH:23]=[CH:22][C:21]=12.[CH2:50](Cl)Cl.CCOC(C)=O.